This data is from Forward reaction prediction with 1.9M reactions from USPTO patents (1976-2016). The task is: Predict the product of the given reaction. (1) Given the reactants [O:1]=[C:2]1[N:8]2[C@H:4]([CH2:5][C:6]([C:15]3[CH:20]=[CH:19][C:18]([O:21][CH2:22][C:23](=[O:30])[N:24]4[CH2:28][CH2:27][O:26][C:25]4=[O:29])=[CH:17][CH:16]=3)=[C:7]2[C:9]([O:11][CH2:12][CH:13]=[CH2:14])=[O:10])[C@H:3]1[C@H:31]([O:33][Si](C)(C)C)[CH3:32].Cl.C(=O)([O-])O.[Na+], predict the reaction product. The product is: [OH:33][C@@H:31]([C@H:3]1[C:2](=[O:1])[N:8]2[C@@H:4]1[CH2:5][C:6]([C:15]1[CH:20]=[CH:19][C:18]([O:21][CH2:22][C:23](=[O:30])[N:24]3[CH2:28][CH2:27][O:26][C:25]3=[O:29])=[CH:17][CH:16]=1)=[C:7]2[C:9]([O:11][CH2:12][CH:13]=[CH2:14])=[O:10])[CH3:32]. (2) Given the reactants C([O:3][C:4]([C:6]1[C:11]([NH:12][C:13]2[CH:14]=[N:15][CH:16]=[N:17][CH:18]=2)=[CH:10][CH:9]=[C:8]([Cl:19])[N:7]=1)=[O:5])C.[Li+].[OH-].Cl, predict the reaction product. The product is: [Cl:19][C:8]1[N:7]=[C:6]([C:4]([OH:5])=[O:3])[C:11]([NH:12][C:13]2[CH:18]=[N:17][CH:16]=[N:15][CH:14]=2)=[CH:10][CH:9]=1.